Predict which catalyst facilitates the given reaction. From a dataset of Catalyst prediction with 721,799 reactions and 888 catalyst types from USPTO. (1) Reactant: [NH2:1][CH2:2][CH:3]([CH2:9][C:10]1[CH:15]=[C:14]([Cl:16])[CH:13]=[CH:12][C:11]=1[O:17][CH3:18])[C:4]([O:6]CC)=[O:5].[C:19](O[C:19]([O:21][C:22]([CH3:25])([CH3:24])[CH3:23])=[O:20])([O:21][C:22]([CH3:25])([CH3:24])[CH3:23])=[O:20].[OH-].[Na+]. Product: [C:22]([O:21][C:19]([NH:1][CH2:2][CH:3]([CH2:9][C:10]1[CH:15]=[C:14]([Cl:16])[CH:13]=[CH:12][C:11]=1[O:17][CH3:18])[C:4]([OH:6])=[O:5])=[O:20])([CH3:25])([CH3:24])[CH3:23]. The catalyst class is: 8. (2) Reactant: [CH3:1][O:2][C:3]1[CH:4]=[CH:5][C:6]([Br:12])=[C:7]([CH2:9][C:10]#N)[CH:8]=1.[OH-:13].[Na+].[OH2:15]. Product: [CH3:1][O:2][C:3]1[CH:4]=[CH:5][C:6]([Br:12])=[C:7]([CH2:9][C:10]([OH:15])=[O:13])[CH:8]=1. The catalyst class is: 8. (3) Reactant: O.NN.[C:4]([O:8][C:9](=[O:38])[NH:10][CH:11]1[CH2:16][CH2:15][N:14]([S:17]([C:20]2[CH:25]=[CH:24][C:23]([CH2:26][N:27]3C(=O)C4C(=CC=CC=4)C3=O)=[CH:22][CH:21]=2)(=[O:19])=[O:18])[CH2:13][CH2:12]1)([CH3:7])([CH3:6])[CH3:5]. Product: [C:4]([O:8][C:9](=[O:38])[NH:10][CH:11]1[CH2:16][CH2:15][N:14]([S:17]([C:20]2[CH:21]=[CH:22][C:23]([CH2:26][NH2:27])=[CH:24][CH:25]=2)(=[O:19])=[O:18])[CH2:13][CH2:12]1)([CH3:7])([CH3:5])[CH3:6]. The catalyst class is: 8. (4) Reactant: [NH2:1][C@@H:2]1[CH2:7][CH2:6][CH2:5][N:4]([C:8]([O:10][C:11]([CH3:14])([CH3:13])[CH3:12])=[O:9])[CH2:3]1.[Cl:15][C:16]1[CH:21]=[C:20](Cl)[N:19]=[C:18]([C:23]2[N:27]3[CH:28]=[C:29]([F:32])[CH:30]=[CH:31][C:26]3=[N:25][CH:24]=2)[N:17]=1. Product: [Cl:15][C:16]1[N:17]=[C:18]([C:23]2[N:27]3[CH:28]=[C:29]([F:32])[CH:30]=[CH:31][C:26]3=[N:25][CH:24]=2)[N:19]=[C:20]([NH:1][C@@H:2]2[CH2:7][CH2:6][CH2:5][N:4]([C:8]([O:10][C:11]([CH3:14])([CH3:13])[CH3:12])=[O:9])[CH2:3]2)[CH:21]=1. The catalyst class is: 8. (5) Reactant: C(O)=O.[CH3:4][O:5][C:6]1[CH:7]=[C:8]([CH:11]=[CH:12][C:13]=1[O:14][CH3:15])[CH:9]=O.[CH3:16][C:17]1([CH3:25])[O:24][C:22](=[O:23])[CH2:21][C:19](=[O:20])[O:18]1.Cl. Product: [CH3:4][O:5][C:6]1[CH:7]=[C:8]([CH:11]=[CH:12][C:13]=1[O:14][CH3:15])[CH2:9][CH:21]1[C:22](=[O:23])[O:24][C:17]([CH3:25])([CH3:16])[O:18][C:19]1=[O:20]. The catalyst class is: 66.